From a dataset of Forward reaction prediction with 1.9M reactions from USPTO patents (1976-2016). Predict the product of the given reaction. (1) Given the reactants [C:1]1([CH2:7][CH2:8][C:9](Cl)=[O:10])[CH:6]=[CH:5][CH:4]=[CH:3][CH:2]=1.[CH2:12]([O:19][C:20](=[O:42])[C:21]([O:25][C:26]1[CH:31]=[CH:30][CH:29]=[C:28]([CH2:32][CH2:33][NH:34][CH2:35][CH2:36][CH2:37][CH2:38][CH2:39][CH2:40][CH3:41])[CH:27]=1)([CH3:24])[CH2:22][CH3:23])[C:13]1[CH:18]=[CH:17][CH:16]=[CH:15][CH:14]=1.CCN(C(C)C)C(C)C, predict the reaction product. The product is: [CH2:12]([O:19][C:20](=[O:42])[C:21]([O:25][C:26]1[CH:31]=[CH:30][CH:29]=[C:28]([CH2:32][CH2:33][N:34]([CH2:35][CH2:36][CH2:37][CH2:38][CH2:39][CH2:40][CH3:41])[C:9](=[O:10])[CH2:8][CH2:7][C:1]2[CH:6]=[CH:5][CH:4]=[CH:3][CH:2]=2)[CH:27]=1)([CH3:24])[CH2:22][CH3:23])[C:13]1[CH:18]=[CH:17][CH:16]=[CH:15][CH:14]=1. (2) The product is: [CH2:5]([O:7][C:8](=[O:12])[C:9]([C:20]1[CH:21]=[CH:22][C:17]([S:16][CH:13]2[CH2:15][CH2:14]2)=[CH:18][CH:19]=1)=[O:10])[CH3:6]. Given the reactants [Cl-].[Cl-].[Cl-].[Al+3].[CH2:5]([O:7][C:8](=[O:12])[C:9](Cl)=[O:10])[CH3:6].[CH:13]1([S:16][C:17]2[CH:22]=[CH:21][CH:20]=[CH:19][CH:18]=2)[CH2:15][CH2:14]1, predict the reaction product. (3) Given the reactants Br[C:2](Br)=[CH:3][C:4]1[CH:9]=[CH:8][C:7]([O:10][CH3:11])=[C:6]([O:12][CH3:13])[CH:5]=1.[Li]CCCC, predict the reaction product. The product is: [CH3:13][O:12][C:6]1[CH:5]=[C:4]([C:3]#[CH:2])[CH:9]=[CH:8][C:7]=1[O:10][CH3:11].